Dataset: Full USPTO retrosynthesis dataset with 1.9M reactions from patents (1976-2016). Task: Predict the reactants needed to synthesize the given product. (1) Given the product [N:24]1[CH:25]=[CH:26][N:27]2[CH2:32][CH2:31][N:30]([C:2]3[N:7]=[C:6]([NH:8][CH2:9][C:10]4[CH:15]=[CH:14][C:13]([O:16][CH3:17])=[C:12]([Cl:18])[CH:11]=4)[C:5]([C:19]([O:21][CH2:22][CH3:23])=[O:20])=[CH:4][N:3]=3)[CH2:29][C:28]=12, predict the reactants needed to synthesize it. The reactants are: Cl[C:2]1[N:7]=[C:6]([NH:8][CH2:9][C:10]2[CH:15]=[CH:14][C:13]([O:16][CH3:17])=[C:12]([Cl:18])[CH:11]=2)[C:5]([C:19]([O:21][CH2:22][CH3:23])=[O:20])=[CH:4][N:3]=1.[N:24]1[CH:25]=[CH:26][N:27]2[CH2:32][CH2:31][NH:30][CH2:29][C:28]=12.C(N(CC)CC)C.C(Cl)(Cl)Cl. (2) Given the product [Cl:21][CH:22]([CH3:26])[C:23]([N:4]1[CH2:5][CH2:6][N:1]([C:7]([O:9][C:10]([CH3:13])([CH3:12])[CH3:11])=[O:8])[CH2:2][CH2:3]1)=[O:24], predict the reactants needed to synthesize it. The reactants are: [N:1]1([C:7]([O:9][C:10]([CH3:13])([CH3:12])[CH3:11])=[O:8])[CH2:6][CH2:5][NH:4][CH2:3][CH2:2]1.C(N(CC)CC)C.[Cl:21][CH:22]([CH3:26])[C:23](Cl)=[O:24].